Dataset: Reaction yield outcomes from USPTO patents with 853,638 reactions. Task: Predict the reaction yield, written as a fraction of the theoretical maximum amount of product (1.0 means a 100% yield; for example, 0.34 means a 34% yield). (1) The reactants are [I:1][C:2]1[C:10]2[C:5](=[N:6][CH:7]=[N:8][C:9]=2[NH2:11])[NH:4][N:3]=1.O[CH2:13][C@H:14]1[CH2:18][CH2:17][CH2:16][N:15]1[C:19]([O:21][C:22]([CH3:25])([CH3:24])[CH3:23])=[O:20].C1C=CC(P(C2C=CC=CC=2)C2C=CC=CC=2)=CC=1.CC(OC(/N=N/C(OC(C)C)=O)=O)C. The catalyst is O.CN(C)C=O. The product is [NH2:11][C:9]1[N:8]=[CH:7][N:6]=[C:5]2[N:4]([CH2:13][C@H:14]3[CH2:18][CH2:17][CH2:16][N:15]3[C:19]([O:21][C:22]([CH3:23])([CH3:25])[CH3:24])=[O:20])[N:3]=[C:2]([I:1])[C:10]=12. The yield is 0.0600. (2) The reactants are Cl[C:2]1[N:3]=[C:4]([O:13][C@H:14]2[CH2:18][CH2:17][N:16]([C:19]([O:21][C:22]([CH3:25])([CH3:24])[CH3:23])=[O:20])[CH2:15]2)[C:5]2[C:10]([CH:11]=1)=[CH:9][CH:8]=[C:7]([F:12])[CH:6]=2.[CH3:26][N:27](C=O)C. The catalyst is [C-]#N.[C-]#N.[Zn+2].C1C=CC([P]([Pd]([P](C2C=CC=CC=2)(C2C=CC=CC=2)C2C=CC=CC=2)([P](C2C=CC=CC=2)(C2C=CC=CC=2)C2C=CC=CC=2)[P](C2C=CC=CC=2)(C2C=CC=CC=2)C2C=CC=CC=2)(C2C=CC=CC=2)C2C=CC=CC=2)=CC=1. The product is [C:26]([C:2]1[N:3]=[C:4]([O:13][C@H:14]2[CH2:18][CH2:17][N:16]([C:19]([O:21][C:22]([CH3:25])([CH3:24])[CH3:23])=[O:20])[CH2:15]2)[C:5]2[C:10]([CH:11]=1)=[CH:9][CH:8]=[C:7]([F:12])[CH:6]=2)#[N:27]. The yield is 0.650. (3) The reactants are [CH3:1][C:2]1[CH:7]=[CH:6][N:5]=[CH:4][C:3]=1[N:8]1[CH2:12][CH2:11][NH:10][C:9]1=[O:13].Br[C:15]1[CH:16]=[CH:17][C:18]([F:23])=[C:19]([CH:22]=1)[CH:20]=[O:21].N[C@@H]1CCCC[C@H]1N.P([O-])([O-])([O-])=O.[K+].[K+].[K+]. The catalyst is [Cu](I)I.O1CCOCC1. The product is [F:23][C:18]1[CH:17]=[CH:16][C:15]([N:10]2[CH2:11][CH2:12][N:8]([C:3]3[CH:4]=[N:5][CH:6]=[CH:7][C:2]=3[CH3:1])[C:9]2=[O:13])=[CH:22][C:19]=1[CH:20]=[O:21]. The yield is 0.703.